From a dataset of Reaction yield outcomes from USPTO patents with 853,638 reactions. Predict the reaction yield, written as a fraction of the theoretical maximum amount of product (1.0 means a 100% yield; for example, 0.34 means a 34% yield). (1) The reactants are Br[C:2]1[CH:7]=[CH:6][CH:5]=[CH:4][C:3]=1Br.[CH3:9][O:10][C:11]1[CH:12]=[C:13](B(O)O)[CH:14]=[CH:15][CH:16]=1.[C:20]1(P([C:20]2[CH:25]=[CH:24][CH:23]=[CH:22][CH:21]=2)[C:20]2[CH:25]=[CH:24][CH:23]=[CH:22][CH:21]=2)[CH:25]=[CH:24][CH:23]=[CH:22][CH:21]=1.[C:39](=O)([O-])[O-:40].[Na+].[Na+]. The catalyst is C([O-])(=O)C.[Pd+2].C([O-])(=O)C.C(OCC)(=O)C.O.C(COC)OC. The product is [CH3:39][O:40][C:3]1[CH:4]=[C:5]([C:15]2[C:16]([C:20]3[CH:25]=[CH:24][CH:23]=[CH:22][CH:21]=3)=[C:11]([O:10][CH3:9])[CH:12]=[CH:13][CH:14]=2)[CH:6]=[CH:7][CH:2]=1. The yield is 0.997. (2) The reactants are F[C:2]1[CH:9]=[CH:8][C:5]([C:6]#[N:7])=[C:4]([C:10]([F:13])([F:12])[F:11])[CH:3]=1.[CH3:14][C:15]1([CH3:22])[NH:19][C:18](=[O:20])[NH:17][C:16]1=[O:21].C([O-])([O-])=O.[K+].[K+].O. The catalyst is CN(C=O)C. The product is [CH3:14][C:15]1([CH3:22])[C:16](=[O:21])[N:17]([C:2]2[CH:9]=[CH:8][C:5]([C:6]#[N:7])=[C:4]([C:10]([F:13])([F:12])[F:11])[CH:3]=2)[C:18](=[O:20])[NH:19]1. The yield is 0.460. (3) The reactants are [Br:1][C:2]1[CH:3]=[C:4]([S:8][CH3:9])[CH:5]=[CH:6][CH:7]=1.C1C=C(Cl)C=C(C(OO)=[O:18])C=1. The catalyst is CCOC(C)=O.O. The product is [CH3:9][S:8]([C:4]1[CH:5]=[CH:6][CH:7]=[C:2]([Br:1])[CH:3]=1)=[O:18]. The yield is 0.690. (4) The reactants are [NH:1]([C:3]1[CH:4]=[C:5]([C:12]([OH:14])=[O:13])[CH:6]=[C:7]([C:9]([OH:11])=[O:10])[CH:8]=1)N.[CH:15]([C:18]([CH3:20])=O)([CH3:17])[CH3:16]. The catalyst is C(O)(=O)C. The product is [CH3:20][C:18]1[C:15]([CH3:17])([CH3:16])[C:4]2[C:3](=[CH:8][C:7]([C:9]([OH:11])=[O:10])=[CH:6][C:5]=2[C:12]([OH:14])=[O:13])[N:1]=1. The yield is 0.955. (5) The reactants are Br[C:2]1[N:6]2[CH:7]=[C:8]([CH:30]3[CH2:32][CH2:31]3)[C:9]([O:11][CH2:12][C:13]3([CH3:29])[CH2:18][CH2:17][N:16]([C@H:19]([C:21]4[CH:26]=[C:25]([Cl:27])[CH:24]=[C:23]([Cl:28])[CH:22]=4)[CH3:20])[CH2:15][CH2:14]3)=[CH:10][C:5]2=[N:4][N:3]=1.[CH:33]1([S:36]([NH2:39])(=[O:38])=[O:37])CC1.CS(N)(=O)=O. No catalyst specified. The product is [CH:30]1([C:8]2[C:9]([O:11][CH2:12][C:13]3([CH3:29])[CH2:18][CH2:17][N:16]([C@H:19]([C:21]4[CH:26]=[C:25]([Cl:27])[CH:24]=[C:23]([Cl:28])[CH:22]=4)[CH3:20])[CH2:15][CH2:14]3)=[CH:10][C:5]3[N:6]([C:2]([NH:39][S:36]([CH3:33])(=[O:38])=[O:37])=[N:3][N:4]=3)[CH:7]=2)[CH2:31][CH2:32]1. The yield is 0.120. (6) The catalyst is C1COCC1. The product is [Br:9][C:10]1[CH:11]=[N:12][CH:13]=[C:14]([Cl:16])[C:15]=1[C:18]([O:20][CH2:21][CH3:22])=[O:19]. The reactants are [Li+].CC([N-]C(C)C)C.[Br:9][C:10]1[CH:11]=[N:12][CH:13]=[C:14]([Cl:16])[CH:15]=1.Cl[C:18]([O:20][CH2:21][CH3:22])=[O:19]. The yield is 0.850. (7) The reactants are C([Li])CCC.[C:6]1([OH:17])[C:15]([F:16])=[C:13]([F:14])[C:11]([F:12])=[C:9]([F:10])[C:7]=1[F:8].Cl[Si:19]([CH3:22])([CH3:21])[CH3:20]. The catalyst is CCCCCC. The product is [C:6]1([O:17][Si:19]([CH3:22])([CH3:21])[CH3:20])[C:7]([F:8])=[C:9]([F:10])[C:11]([F:12])=[C:13]([F:14])[C:15]=1[F:16]. The yield is 0.600. (8) The reactants are C(OC([N:8]1[CH2:13][CH2:12][CH:11]([CH2:14][NH:15][C:16]2[CH:21]=[C:20]([NH:22][C:23]3[CH:28]=[N:27][C:26]([C:29]#[N:30])=[CH:25][N:24]=3)[N:19]=[CH:18][N:17]=2)[CH2:10][CH2:9]1)=O)(C)(C)C.FC(F)(F)C(O)=[O:34]. No catalyst specified. The product is [NH:8]1[CH2:13][CH2:12][CH:11]([CH2:14][NH:15][C:16]2[N:17]=[CH:18][N:19]=[C:20]([NH:22][C:23]3[N:24]=[CH:25][C:26]([C:29]([NH2:30])=[O:34])=[N:27][CH:28]=3)[CH:21]=2)[CH2:10][CH2:9]1. The yield is 0.150.